Dataset: Reaction yield outcomes from USPTO patents with 853,638 reactions. Task: Predict the reaction yield, written as a fraction of the theoretical maximum amount of product (1.0 means a 100% yield; for example, 0.34 means a 34% yield). (1) The reactants are [OH:1][CH2:2][C:3]1[N:4]([C:8]2[CH:12]=[CH:11][N:10]([S:13]([C:16]3[CH:22]=[CH:21][C:19]([CH3:20])=[CH:18][CH:17]=3)(=[O:15])=[O:14])[C:9]=2[C:23]([C:25]2[CH:30]=[CH:29][C:28]([C:31]([F:34])([F:33])[F:32])=[CH:27][C:26]=2[O:35][CH3:36])=[O:24])[CH:5]=[CH:6][CH:7]=1. The catalyst is CS(C)=O. The product is [CH3:36][O:35][C:26]1[CH:27]=[C:28]([C:31]([F:34])([F:33])[F:32])[CH:29]=[CH:30][C:25]=1[C:23]([C:9]1[N:10]([S:13]([C:16]2[CH:22]=[CH:21][C:19]([CH3:20])=[CH:18][CH:17]=2)(=[O:15])=[O:14])[CH:11]=[CH:12][C:8]=1[N:4]1[CH:5]=[CH:6][CH:7]=[C:3]1[CH:2]=[O:1])=[O:24]. The yield is 0.850. (2) The reactants are [C:1]([C:4]1[C:9](=[O:10])[C:8]([O:11][CH3:12])=[CH:7][N:6]([C:13]2[CH:18]=[CH:17][CH:16]=[C:15]([Br:19])[C:14]=2[F:20])[N:5]=1)(=O)[CH3:2].[CH3:21]C(O)=O.[C:25]1([NH:31][NH2:32])[CH:30]=[CH:29][CH:28]=[CH:27][CH:26]=1. The catalyst is COC(OC)N(C)C.Cl. The product is [Br:19][C:15]1[C:14]([F:20])=[C:13]([N:6]2[CH:7]=[C:8]([O:11][CH3:12])[C:9](=[O:10])[C:4]([C:1]3[N:31]([C:25]4[CH:30]=[CH:29][CH:28]=[CH:27][CH:26]=4)[N:32]=[CH:21][CH:2]=3)=[N:5]2)[CH:18]=[CH:17][CH:16]=1. The yield is 0.590. (3) The reactants are [C:1](Cl)(=[O:3])[CH3:2].[Al+3].[Cl-].[Cl-].[Cl-].[CH3:9][O:10][C:11]1[CH:12]=[CH:13][C:14]([CH3:18])=[C:15]([OH:17])[CH:16]=1. The catalyst is ClCCCl.CO.C1COCC1.[Li+].[OH-]. The product is [OH:17][C:15]1[C:14]([CH3:18])=[CH:13][C:12]([C:1](=[O:3])[CH3:2])=[C:11]([O:10][CH3:9])[CH:16]=1. The yield is 0.300. (4) The reactants are C([O:4][C@H:5]1[CH2:22][CH2:21][C@@:20]2([CH3:23])[C@@H:7]([CH2:8][CH2:9][C@:10]3([CH3:50])[C@@H:19]2[CH2:18][CH2:17][C@H:16]2[C@@:11]3([CH3:49])[CH2:12][CH2:13][C@@:14]3([C:30](=[O:48])[NH:31][C@H:32]4[CH2:35][C@@H:34]([C:36]([N:38]5[CH2:43][CH2:42][N:41]([CH2:44][CH3:45])[CH2:40][CH2:39]5)=[O:37])[C:33]4([CH3:47])[CH3:46])[CH2:26][CH2:25][C@@H:24]([C:27]([CH3:29])=[CH2:28])[C@@H:15]32)[C:6]1([CH3:52])[CH3:51])(=O)C.[OH-].[Na+]. The catalyst is CO.C1COCC1. The product is [CH2:44]([N:41]1[CH2:42][CH2:43][N:38]([C:36]([C@@H:34]2[CH2:35][C@H:32]([NH:31][C:30]([C@:14]34[CH2:26][CH2:25][C@@H:24]([C:27]([CH3:29])=[CH2:28])[C@@H:15]3[C@@H:16]3[C@@:11]([CH3:49])([CH2:12][CH2:13]4)[C@@:10]4([CH3:50])[C@@H:19]([C@:20]5([CH3:23])[C@@H:7]([CH2:8][CH2:9]4)[C:6]([CH3:51])([CH3:52])[C@@H:5]([OH:4])[CH2:22][CH2:21]5)[CH2:18][CH2:17]3)=[O:48])[C:33]2([CH3:46])[CH3:47])=[O:37])[CH2:39][CH2:40]1)[CH3:45]. The yield is 0.699.